This data is from Catalyst prediction with 721,799 reactions and 888 catalyst types from USPTO. The task is: Predict which catalyst facilitates the given reaction. (1) Reactant: [Br:1][C:2]1[CH:7]=[CH:6][C:5]([C@@H:8]([OH:13])[C:9]([F:12])([F:11])[F:10])=[C:4]([N:14]2[CH:18]=[CH:17][C:16]([CH3:19])=[N:15]2)[CH:3]=1.[Cl:20][C:21]1[CH:26]=[C:25](Cl)[N:24]=[C:23]([CH3:28])[N:22]=1.C([O-])([O-])=O.[Cs+].[Cs+]. Product: [Br:1][C:2]1[CH:7]=[CH:6][C:5]([C@@H:8]([O:13][C:25]2[CH:26]=[C:21]([Cl:20])[N:22]=[C:23]([CH3:28])[N:24]=2)[C:9]([F:12])([F:11])[F:10])=[C:4]([N:14]2[CH:18]=[CH:17][C:16]([CH3:19])=[N:15]2)[CH:3]=1. The catalyst class is: 12. (2) Reactant: [CH2:1]([O:8][CH2:9][C@@H:10]([C:14]1[CH:19]=[CH:18][CH:17]=[CH:16][CH:15]=1)[C:11]([OH:13])=O)[C:2]1[CH:7]=[CH:6][CH:5]=[CH:4][CH:3]=1.[CH2:20]([NH2:24])[CH2:21][CH:22]=[CH2:23].CCN=C=NCCCN(C)C. Product: [CH2:1]([O:8][CH2:9][C@@H:10]([C:14]1[CH:19]=[CH:18][CH:17]=[CH:16][CH:15]=1)[C:11]([NH:24][CH2:20][CH2:21][CH:22]=[CH2:23])=[O:13])[C:2]1[CH:3]=[CH:4][CH:5]=[CH:6][CH:7]=1. The catalyst class is: 64. (3) Product: [Br:13][C:12]1[CH:11]=[C:10]([CH2:14][CH:15]([F:20])[C:16]([O:18][CH3:19])=[O:17])[CH:9]=[C:8]([Br:21])[C:7]=1[O:6][C:5]1[CH:22]=[CH:23][C:2]([NH:1][C:35](=[O:36])[CH2:34][Cl:33])=[C:3]([N+:24]([O-:26])=[O:25])[CH:4]=1. Reactant: [NH2:1][C:2]1[CH:23]=[CH:22][C:5]([O:6][C:7]2[C:12]([Br:13])=[CH:11][C:10]([CH2:14][CH:15]([F:20])[C:16]([O:18][CH3:19])=[O:17])=[CH:9][C:8]=2[Br:21])=[CH:4][C:3]=1[N+:24]([O-:26])=[O:25].N1C=CC=CC=1.[Cl:33][CH2:34][C:35](Cl)=[O:36].Cl. The catalyst class is: 4.